The task is: Predict the reactants needed to synthesize the given product.. This data is from Full USPTO retrosynthesis dataset with 1.9M reactions from patents (1976-2016). (1) Given the product [ClH:27].[ClH:51].[Cl:27][C:28]1[CH:33]=[C:32]([C:2]2[CH:3]=[C:4]3[C:9](=[CH:10][CH:11]=2)[N:8]=[CH:7][C:6]([C:12](=[O:14])[CH3:13])=[C:5]3[NH:15][C:16]2[CH:17]=[N:18][N:19]([CH:21]3[CH2:25][CH2:24][N:23]([CH3:26])[CH2:22]3)[CH:20]=2)[CH:31]=[C:30]([Cl:43])[C:29]=1[OH:44], predict the reactants needed to synthesize it. The reactants are: Br[C:2]1[CH:3]=[C:4]2[C:9](=[CH:10][CH:11]=1)[N:8]=[CH:7][C:6]([C:12](=[O:14])[CH3:13])=[C:5]2[NH:15][C:16]1[CH:17]=[N:18][N:19]([CH:21]2[CH2:25][CH2:24][N:23]([CH3:26])[CH2:22]2)[CH:20]=1.[Cl:27][C:28]1[CH:33]=[C:32](B2OC(C)(C)C(C)(C)O2)[CH:31]=[C:30]([Cl:43])[C:29]=1[OH:44].C([O-])([O-])=O.[Cs+].[Cs+].[ClH:51]. (2) Given the product [CH3:1][O:2][C:3]1[CH:8]=[CH:7][C:6]([C:9]([C:36]2[CH:41]=[CH:40][C:39]([O:42][CH3:43])=[CH:38][CH:37]=2)([C:30]2[CH:35]=[CH:34][CH:33]=[CH:32][CH:31]=2)[NH:10][C:11]2[O:12][C@H:13]([C:26]([F:29])([F:28])[F:27])[CH2:14][C@:15]([C:18]3[CH:23]=[C:22]([C:52]#[C:51][C:48]4[N:49]=[CH:50][C:45]([Cl:44])=[CH:46][N:47]=4)[CH:21]=[CH:20][C:19]=3[F:25])([CH3:17])[N:16]=2)=[CH:5][CH:4]=1, predict the reactants needed to synthesize it. The reactants are: [CH3:1][O:2][C:3]1[CH:8]=[CH:7][C:6]([C:9]([C:36]2[CH:41]=[CH:40][C:39]([O:42][CH3:43])=[CH:38][CH:37]=2)([C:30]2[CH:35]=[CH:34][CH:33]=[CH:32][CH:31]=2)[NH:10][C:11]2[O:12][C@H:13]([C:26]([F:29])([F:28])[F:27])[CH2:14][C@:15]([C:18]3[CH:23]=[C:22](I)[CH:21]=[CH:20][C:19]=3[F:25])([CH3:17])[N:16]=2)=[CH:5][CH:4]=1.[Cl:44][C:45]1[CH:46]=[N:47][C:48]([C:51]#[C:52][Si](C)(C)C)=[N:49][CH:50]=1. (3) Given the product [CH3:43][O:42][C:40](=[O:41])[CH2:39][CH2:38][CH2:37][CH2:36][N:22]([CH2:21][C:20]([N:16]1[CH2:17][CH2:18][CH2:19][CH:15]1[C:13]1[S:12][C:11]([CH3:25])=[C:10]([C:8](=[O:9])[NH:7][C:5]2[S:6][C:2]([F:1])=[CH:3][N:4]=2)[CH:14]=1)=[O:24])[CH3:23], predict the reactants needed to synthesize it. The reactants are: [F:1][C:2]1[S:6][C:5]([NH:7][C:8]([C:10]2[CH:14]=[C:13]([CH:15]3[CH2:19][CH2:18][CH2:17][N:16]3[C:20](=[O:24])[CH2:21][NH:22][CH3:23])[S:12][C:11]=2[CH3:25])=[O:9])=[N:4][CH:3]=1.C(N(C(C)C)CC)(C)C.Br[CH2:36][CH2:37][CH2:38][CH2:39][C:40]([O:42][CH3:43])=[O:41].O. (4) Given the product [CH:5]1([C:6](=[O:10])[C:7]([O:9][CH2:23][C:17]2[CH:18]=[CH:19][C:20]([O:45][CH3:44])=[CH:21][CH:22]=2)=[O:8])[CH2:4][CH2:3][CH2:2][CH2:11][CH2:12]1, predict the reactants needed to synthesize it. The reactants are: C[CH:2]([CH2:11][CH2:12]C=C(C)C)[CH2:3][CH2:4][CH2:5][C:6](=[O:10])[C:7]([O-:9])=[O:8].[CH:17]1([C:23](=O)C(OC/C=C(\C)/CCC=C(C)C)=O)[CH2:22][CH2:21][CH2:20][CH2:19][CH2:18]1.CC(CCC=C(C)C)CCC(C)C(=O)[C:44]([O-])=[O:45].CC(CC)C(=O)C(OCCC(C)CCC=C(C)C)=O.CC(CCCCCCCCCCCC)C(=O)C(OCCC(C)CCC=C(C)C)=O.O=C(C1C=CC=CC=1)C(OCCC(C)CCC=C(C)C)=O.O=C(CCC)C(OCCC(C)CCC=C(C)C)=O.C1(C(=O)C(OCCC(C)CCC=C(C)C)=O)CCCCC1.